This data is from Catalyst prediction with 721,799 reactions and 888 catalyst types from USPTO. The task is: Predict which catalyst facilitates the given reaction. Reactant: [F:1][C:2]1[CH:7]=[CH:6][C:5]([CH:8]2[C:17](=O)[C:16]3[C:15]([C:19]([O:21]CC)=O)=[CH:14][CH:13]=[CH:12][C:11]=3[NH:10][CH:9]2[C:24]2[N:25]([CH3:29])[CH:26]=[CH:27][N:28]=2)=[CH:4][CH:3]=1.O.[NH2:31][NH2:32]. Product: [F:1][C:2]1[CH:7]=[CH:6][C:5]([CH:8]2[C:17]3=[N:31][NH:32][C:19](=[O:21])[C:15]4[CH:14]=[CH:13][CH:12]=[C:11]([C:16]=43)[NH:10][CH:9]2[C:24]2[N:25]([CH3:29])[CH:26]=[CH:27][N:28]=2)=[CH:4][CH:3]=1. The catalyst class is: 5.